From a dataset of Full USPTO retrosynthesis dataset with 1.9M reactions from patents (1976-2016). Predict the reactants needed to synthesize the given product. Given the product [C:33]([CH2:32][C@@:18]1([C:27]([O:29][CH3:30])=[O:28])[CH2:17][CH2:16][C@H:15]([C:12]2[CH:11]=[CH:10][C:9]([O:8][CH2:7][C:1]3[CH:6]=[CH:5][CH:4]=[CH:3][CH:2]=3)=[CH:14][CH:13]=2)[N:19]1[C:20]([O:22][C:23]([CH3:25])([CH3:26])[CH3:24])=[O:21])#[N:34], predict the reactants needed to synthesize it. The reactants are: [C:1]1([CH2:7][O:8][C:9]2[CH:14]=[CH:13][C:12]([C@@H:15]3[N:19]([C:20]([O:22][C:23]([CH3:26])([CH3:25])[CH3:24])=[O:21])[C@H:18]([C:27]([O:29][CH3:30])=[O:28])[CH2:17][CH2:16]3)=[CH:11][CH:10]=2)[CH:6]=[CH:5][CH:4]=[CH:3][CH:2]=1.Br[CH2:32][C:33]#[N:34].C1CCCCC1.